From a dataset of Forward reaction prediction with 1.9M reactions from USPTO patents (1976-2016). Predict the product of the given reaction. (1) Given the reactants [CH:1]1([O:6][CH2:7][CH2:8][O:9][C:10]2[CH:37]=[CH:36][C:13]([O:14][CH2:15][CH:16]([OH:35])[CH2:17][NH:18][CH2:19][CH2:20][NH:21][C:22](=[O:34])[NH:23][C:24]3[CH:33]=[CH:32][C:27]([C:28]([O:30]C)=[O:29])=[CH:26][CH:25]=3)=[CH:12][CH:11]=2)[CH2:5][CH2:4][CH2:3][CH2:2]1.[ClH:38], predict the reaction product. The product is: [ClH:38].[CH:1]1([O:6][CH2:7][CH2:8][O:9][C:10]2[CH:11]=[CH:12][C:13]([O:14][CH2:15][CH:16]([OH:35])[CH2:17][NH:18][CH2:19][CH2:20][NH:21][C:22](=[O:34])[NH:23][C:24]3[CH:25]=[CH:26][C:27]([C:28]([OH:30])=[O:29])=[CH:32][CH:33]=3)=[CH:36][CH:37]=2)[CH2:2][CH2:3][CH2:4][CH2:5]1. (2) Given the reactants [Cl:1][C:2]1[CH:7]=[CH:6][C:5]([S:8][C:9]2[N:13]([CH3:14])[C:12]([C:15]3[CH:20]=[CH:19][CH:18]=[CH:17][N:16]=3)=[N:11][C:10]=2[C:21]2[CH:26]=[CH:25][C:24]([C:27](=[O:32])[C:28]([F:31])([F:30])[F:29])=[CH:23][CH:22]=2)=[CH:4][CH:3]=1, predict the reaction product. The product is: [Cl:1][C:2]1[CH:3]=[CH:4][C:5]([S:8][C:9]2[N:13]([CH3:14])[C:12]([C:15]3[CH:20]=[CH:19][CH:18]=[CH:17][N:16]=3)=[N:11][C:10]=2[C:21]2[CH:26]=[CH:25][C:24]([CH:27]([OH:32])[C:28]([F:29])([F:30])[F:31])=[CH:23][CH:22]=2)=[CH:6][CH:7]=1. (3) Given the reactants C[O:2][C:3](=O)[CH2:4][CH2:5][CH2:6][CH2:7][CH2:8][S:9]([C:11]1[CH:16]=[CH:15][C:14]([N:17]([CH3:19])[CH3:18])=[CH:13][CH:12]=1)=[O:10].[NH2:21][OH:22].[OH-].[K+].CO, predict the reaction product. The product is: [OH:22][NH:21][C:3](=[O:2])[CH2:4][CH2:5][CH2:6][CH2:7][CH2:8][S:9]([C:11]1[CH:16]=[CH:15][C:14]([N:17]([CH3:19])[CH3:18])=[CH:13][CH:12]=1)=[O:10]. (4) Given the reactants [NH2:1][C:2]1[CH:7]=[CH:6][N:5]=[CH:4][CH:3]=1.N1C=CC=CC=1.Cl[C:15]([O:17][CH2:18][C:19]([Cl:22])([Cl:21])[Cl:20])=[O:16].O, predict the reaction product. The product is: [N:5]1[CH:6]=[CH:7][C:2]([NH:1][C:15](=[O:16])[O:17][CH2:18][C:19]([Cl:22])([Cl:21])[Cl:20])=[CH:3][CH:4]=1. (5) Given the reactants CS(O[CH:6]([CH2:18][NH:19][C:20]([O:22][C:23]([CH3:26])([CH3:25])[CH3:24])=[O:21])[CH2:7][CH2:8][O:9][C:10]1[CH:15]=[CH:14][C:13]([C:16]#[N:17])=[CH:12][CH:11]=1)(=O)=O.[OH-].[Na+].O, predict the reaction product. The product is: [C:16]([C:13]1[CH:14]=[CH:15][C:10]([O:9][CH2:8][CH2:7][CH:6]2[CH2:18][N:19]2[C:20]([O:22][C:23]([CH3:26])([CH3:25])[CH3:24])=[O:21])=[CH:11][CH:12]=1)#[N:17]. (6) Given the reactants [N:1]1[CH:6]=[CH:5][CH:4]=[CH:3][C:2]=1[C:7]1[O:11][CH:10]=[N:9][CH:8]=1.[CH2:12]([C:19]1[CH:24]=[CH:23][C:22]([CH2:25][CH2:26][C:27](O)=[O:28])=[CH:21][CH:20]=1)[C:13]1[CH:18]=[CH:17][CH:16]=[CH:15][CH:14]=1, predict the reaction product. The product is: [O:28]=[C:27]([C:10]1[O:11][C:7]([C:2]2[CH:3]=[CH:4][CH:5]=[CH:6][N:1]=2)=[CH:8][N:9]=1)[CH2:26][CH2:25][C:22]1[CH:23]=[CH:24][C:19]([CH2:12][C:13]2[CH:18]=[CH:17][CH:16]=[CH:15][CH:14]=2)=[CH:20][CH:21]=1. (7) Given the reactants C(OC(=O)[NH:7][C:8]1([C:12]2[CH:17]=[CH:16][C:15]([C:18]3[C:23]([C:24]4[CH:29]=[CH:28][CH:27]=[CH:26][CH:25]=4)=[CH:22][N:21]4[C:30]([Br:39])=[C:31]([C:33]5[CH:38]=[CH:37][CH:36]=[CH:35][CH:34]=5)[N:32]=[C:20]4[N:19]=3)=[CH:14][CH:13]=2)[CH2:11][CH2:10][CH2:9]1)(C)(C)C.Cl.CO, predict the reaction product. The product is: [Br:39][C:30]1[N:21]2[CH:22]=[C:23]([C:24]3[CH:29]=[CH:28][CH:27]=[CH:26][CH:25]=3)[C:18]([C:15]3[CH:14]=[CH:13][C:12]([C:8]4([NH2:7])[CH2:9][CH2:10][CH2:11]4)=[CH:17][CH:16]=3)=[N:19][C:20]2=[N:32][C:31]=1[C:33]1[CH:34]=[CH:35][CH:36]=[CH:37][CH:38]=1. (8) Given the reactants Br[C:2]1[C:3]([NH:12][C@H:13]2[CH2:17][CH2:16][CH2:15][C@@H:14]2[NH:18][C:19](=[O:25])[O:20][C:21]([CH3:24])([CH3:23])[CH3:22])=[N:4][CH:5]=[C:6]([C:8]([F:11])([F:10])[F:9])[N:7]=1.[CH3:26]B(O)O.C(=O)([O-])[O-].[K+].[K+], predict the reaction product. The product is: [CH3:26][C:2]1[C:3]([NH:12][C@H:13]2[CH2:17][CH2:16][CH2:15][C@@H:14]2[NH:18][C:19](=[O:25])[O:20][C:21]([CH3:24])([CH3:23])[CH3:22])=[N:4][CH:5]=[C:6]([C:8]([F:11])([F:10])[F:9])[N:7]=1.